From a dataset of Full USPTO retrosynthesis dataset with 1.9M reactions from patents (1976-2016). Predict the reactants needed to synthesize the given product. (1) The reactants are: [CH2:1]([C:3]1[CH:4]=[CH:5][C:6]([F:16])=[C:7]2[C:11]=1[NH:10][CH:9]=[C:8]2[C:12]([O:14]C)=[O:13])[CH3:2].Br.Br[CH2:19][C:20]1[CH:21]=[C:22]2[C:26](=[CH:27][CH:28]=1)[N:25]([CH3:29])[N:24]=[CH:23]2. Given the product [CH2:1]([C:3]1[CH:4]=[CH:5][C:6]([F:16])=[C:7]2[C:11]=1[N:10]([CH2:19][C:20]1[CH:21]=[C:22]3[C:26](=[CH:27][CH:28]=1)[N:25]([CH3:29])[N:24]=[CH:23]3)[CH:9]=[C:8]2[C:12]([OH:14])=[O:13])[CH3:2], predict the reactants needed to synthesize it. (2) Given the product [ClH:21].[CH3:4][N:3]([CH2:5][C:6]1[S:20][C:9]2[NH:10][C:11](=[O:19])[C:12]3[CH:13]=[CH:14][CH:15]=[C:16]([OH:18])[C:17]=3[C:8]=2[CH:7]=1)[CH3:2], predict the reactants needed to synthesize it. The reactants are: Br.[CH3:2][N:3]([CH2:5][C:6]1[S:20][C:9]2[NH:10][C:11](=[O:19])[C:12]3[CH:13]=[CH:14][CH:15]=[C:16]([OH:18])[C:17]=3[C:8]=2[CH:7]=1)[CH3:4].[ClH:21]. (3) Given the product [Br:1][C:2]1[CH:3]=[C:4]([CH:7]=[C:8]([F:10])[CH:9]=1)[CH2:5][Br:31], predict the reactants needed to synthesize it. The reactants are: [Br:1][C:2]1[CH:3]=[C:4]([CH:7]=[C:8]([F:10])[CH:9]=1)[CH2:5]O.C1(P(C2C=CC=CC=2)C2C=CC=CC=2)C=CC=CC=1.C(Br)(Br)(Br)[Br:31]. (4) Given the product [CH3:20][N:18]1[CH:19]=[C:15]([N:14]2[C:5]3[C:4]4[CH:3]=[C:2]([C:32]5[CH:31]=[N:30][CH:29]=[C:28]([O:27][CH2:26][CH2:25][F:24])[CH:33]=5)[CH:11]=[CH:10][C:9]=4[N:8]=[CH:7][C:6]=3[N:12]([CH3:23])[C:13]2=[O:22])[C:16]([CH3:21])=[N:17]1, predict the reactants needed to synthesize it. The reactants are: Br[C:2]1[CH:11]=[CH:10][C:9]2[N:8]=[CH:7][C:6]3[N:12]([CH3:23])[C:13](=[O:22])[N:14]([C:15]4[C:16]([CH3:21])=[N:17][N:18]([CH3:20])[CH:19]=4)[C:5]=3[C:4]=2[CH:3]=1.[F:24][CH2:25][CH2:26][O:27][C:28]1[CH:29]=[N:30][CH:31]=[C:32](B2OC(C)(C)C(C)(C)O2)[CH:33]=1. (5) Given the product [N:3]1[CH:4]=[C:5]2[C:9]([N:8]=[CH:7][NH:6]2)=[N:10][CH:2]=1, predict the reactants needed to synthesize it. The reactants are: Cl[C:2]1[N:10]=[C:9]2[C:5]([NH:6][CH:7]=[N:8]2)=[C:4](Cl)[N:3]=1.C(OCC)(=O)C.O1C=CCCC1.Cl.CNC.